This data is from Forward reaction prediction with 1.9M reactions from USPTO patents (1976-2016). The task is: Predict the product of the given reaction. Given the reactants [C:1]([C:3]1[N:8]=[CH:7][C:6]([NH:9][C@H:10]([CH2:14][CH:15]2[CH2:20][CH2:19][CH2:18][CH2:17][CH2:16]2)[C:11]([NH2:13])=[O:12])=[CH:5][C:4]=1[NH:21][C:22]1[S:26][N:25]=[C:24]([CH3:27])[CH:23]=1)#[N:2].[OH-].[Na+].OO.CC(O)=[O:34], predict the reaction product. The product is: [NH2:13][C:11](=[O:12])[C@H:10]([NH:9][C:6]1[CH:5]=[C:4]([NH:21][C:22]2[S:26][N:25]=[C:24]([CH3:27])[CH:23]=2)[C:3]([C:1]([NH2:2])=[O:34])=[N:8][CH:7]=1)[CH2:14][CH:15]1[CH2:20][CH2:19][CH2:18][CH2:17][CH2:16]1.